From a dataset of Reaction yield outcomes from USPTO patents with 853,638 reactions. Predict the reaction yield, written as a fraction of the theoretical maximum amount of product (1.0 means a 100% yield; for example, 0.34 means a 34% yield). (1) The reactants are Br[C:2]1[CH:11]=[CH:10][C:5]([C:6]([O:8][CH3:9])=[O:7])=[C:4]([Cl:12])[CH:3]=1.[CH3:13][C:14]([CH3:18])([CH3:17])[C:15]#[CH:16]. The catalyst is CCN(CC)CC.CN(C=O)C.[Cu]I.Cl[Pd](Cl)([P](C1C=CC=CC=1)(C1C=CC=CC=1)C1C=CC=CC=1)[P](C1C=CC=CC=1)(C1C=CC=CC=1)C1C=CC=CC=1. The product is [Cl:12][C:4]1[CH:3]=[C:2]([C:16]#[C:15][C:14]([CH3:18])([CH3:17])[CH3:13])[CH:11]=[CH:10][C:5]=1[C:6]([O:8][CH3:9])=[O:7]. The yield is 0.820. (2) The reactants are [F:1][C:2]1[C:8]([C:9]([F:12])([F:11])[F:10])=[CH:7][CH:6]=[CH:5][C:3]=1[NH2:4].[N:13]([O-])=O.[Na+].C([O-])(=O)C.[Na+].[C:22]([CH2:25][C:26](=[O:28])[CH3:27])(=[O:24])[CH3:23]. The catalyst is C(O)(=O)C.Cl.O. The product is [F:1][C:2]1[C:8]([C:9]([F:10])([F:11])[F:12])=[CH:7][CH:6]=[CH:5][C:3]=1[NH:4][N:13]=[C:25]([C:26](=[O:28])[CH3:27])[C:22](=[O:24])[CH3:23]. The yield is 0.550. (3) The reactants are [N:1]1[C:5]2[CH:6]=[CH:7][CH:8]=[CH:9][C:4]=2[NH:3][C:2]=1[CH2:10][C:11]#[N:12].[C:13]([CH:21]([CH2:27][CH3:28])[C:22](OCC)=[O:23])(=O)[C:14]1[CH:19]=[CH:18][CH:17]=[CH:16][CH:15]=1.C([O-])(=O)C.[NH4+]. The catalyst is O. The product is [CH2:27]([C:21]1[C:22](=[O:23])[N:3]2[C:2]([NH:1][C:5]3[CH:6]=[CH:7][CH:8]=[CH:9][C:4]=32)=[C:10]([C:11]#[N:12])[C:13]=1[C:14]1[CH:19]=[CH:18][CH:17]=[CH:16][CH:15]=1)[CH3:28]. The yield is 0.340. (4) The reactants are O[CH2:2][CH2:3][CH2:4][C:5]1[CH:12]=[CH:11][C:8]([C:9]#[N:10])=[CH:7][CH:6]=1.C1(P(C2C=CC=CC=2)C2C=CC=CC=2)C=CC=CC=1.C(Br)(Br)(Br)[Br:33]. The catalyst is C(Cl)Cl. The product is [Br:33][CH2:2][CH2:3][CH2:4][C:5]1[CH:12]=[CH:11][C:8]([C:9]#[N:10])=[CH:7][CH:6]=1. The yield is 0.690. (5) The reactants are [Cl:1][C:2]1[CH:7]=[CH:6][CH:5]=[CH:4][C:3]=1[CH2:8][N:9]1[C:14](=[O:15])[C:13]([C:16](OCC)=[O:17])=[C:12]([OH:21])[C:11]([CH:22]2[CH2:27][CH2:26][CH2:25][CH2:24][CH2:23]2)=[N:10]1.[H-].[Na+].C1(C2C(O)=[C:38]([C:43]([O:45]CC)=[O:44])C(=O)NN=2)CCCCC1.ClC1C=CC=CC=1CBr.Cl.C[N:60](C)C=O. No catalyst specified. The product is [Cl:1][C:2]1[CH:7]=[CH:6][CH:5]=[CH:4][C:3]=1[CH2:8][N:9]1[C:14](=[O:15])[C:13]([C:16]([NH:60][CH2:38][C:43]([OH:45])=[O:44])=[O:17])=[C:12]([OH:21])[C:11]([CH:22]2[CH2:27][CH2:26][CH2:25][CH2:24][CH2:23]2)=[N:10]1. The yield is 0.630. (6) The reactants are Cl[C:2]1[C:19]([N+:20]([O-:22])=[O:21])=[CH:18][C:17]([N+:23]([O-:25])=[O:24])=[CH:16][C:3]=1[C:4]([NH:6][CH2:7][CH2:8][O:9][CH:10]1[CH2:15][CH2:14][CH2:13][CH2:12][O:11]1)=[O:5].[Na+].[I-:27].[N:28]1([CH2:31][CH2:32][OH:33])[CH2:30][CH2:29]1.O. The catalyst is CC(C)C(=O)C. The product is [OH:33][CH2:32][CH2:31][N:28]([CH2:29][CH2:30][I:27])[C:2]1[C:19]([N+:20]([O-:22])=[O:21])=[CH:18][C:17]([N+:23]([O-:25])=[O:24])=[CH:16][C:3]=1[C:4]([NH:6][CH2:7][CH2:8][O:9][CH:10]1[CH2:15][CH2:14][CH2:13][CH2:12][O:11]1)=[O:5]. The yield is 0.820. (7) The reactants are Cl.[C:2](Cl)(=[O:9])[C:3]1[CH:8]=[CH:7][CH:6]=[N:5][CH:4]=1.[NH2:11][C:12]1[S:13][C:14]([C:25]2[CH:30]=[CH:29][N:28]=[C:27]([NH2:31])[CH:26]=2)=[C:15]([C:17]2[CH:22]=[CH:21][C:20]([O:23][CH3:24])=[CH:19][CH:18]=2)[N:16]=1.[C:32](=[O:35])([O-])O.[Na+]. The catalyst is CN(C)C1C=CN=CC=1.CN(C)C(=O)C. The product is [CH3:24][O:23][C:20]1[CH:21]=[CH:22][C:17]([C:15]2[N:16]=[C:12]([NH:11][C:32](=[O:35])[C:3]3[CH:8]=[CH:7][CH:6]=[N:5][CH:4]=3)[S:13][C:14]=2[C:25]2[CH:30]=[CH:29][N:28]=[C:27]([NH:31][C:2]([C:3]3[CH:4]=[N:5][CH:6]=[CH:7][CH:8]=3)=[O:9])[CH:26]=2)=[CH:18][CH:19]=1. The yield is 0.330. (8) The reactants are [CH3:1][C:2]1[CH:3]=[C:4]([CH:7]=[C:8]([CH3:11])[C:9]=1[OH:10])[CH:5]=[O:6].[CH3:12][O:13][CH2:14][CH2:15][O:16][CH2:17]Cl. No catalyst specified. The product is [CH3:1][C:2]1[CH:3]=[C:4]([CH:7]=[C:8]([CH3:11])[C:9]=1[O:10][CH2:12][O:13][CH2:14][CH2:15][O:16][CH3:17])[CH:5]=[O:6]. The yield is 0.620. (9) The product is [CH3:1][N:2]1[CH:6]=[C:5]([C:7]2[CH:12]=[CH:11][C:10]([C:13]3[CH:14]=[N:15][CH:16]=[C:17]4[C:22]=3[N:21]=[C:20]([C:23]3[N:25]=[N:26][NH:27][N:24]=3)[CH:19]=[CH:18]4)=[CH:9][CH:8]=2)[CH:4]=[N:3]1. The reactants are [CH3:1][N:2]1[CH:6]=[C:5]([C:7]2[CH:12]=[CH:11][C:10]([C:13]3[CH:14]=[N:15][CH:16]=[C:17]4[C:22]=3[N:21]=[C:20]([C:23]#[N:24])[CH:19]=[CH:18]4)=[CH:9][CH:8]=2)[CH:4]=[N:3]1.[N-:25]=[N+:26]=[N-:27].[Na+].O. The yield is 0.240. The catalyst is CN(C=O)C.